Dataset: Full USPTO retrosynthesis dataset with 1.9M reactions from patents (1976-2016). Task: Predict the reactants needed to synthesize the given product. (1) Given the product [CH:14]([N:5]1[C:4]2[N:3]=[C:2]([NH:17][C:18]3[CH:19]=[C:20]([S:27]([NH2:30])(=[O:29])=[O:28])[CH:21]=[C:22]([N+:24]([O-:26])=[O:25])[CH:23]=3)[N:11]=[CH:10][C:9]=2[N:8]([CH3:12])[C:7](=[O:13])[CH2:6]1)([CH3:16])[CH3:15], predict the reactants needed to synthesize it. The reactants are: Cl[C:2]1[N:11]=[CH:10][C:9]2[N:8]([CH3:12])[C:7](=[O:13])[CH2:6][N:5]([CH:14]([CH3:16])[CH3:15])[C:4]=2[N:3]=1.[NH2:17][C:18]1[CH:19]=[C:20]([S:27]([NH2:30])(=[O:29])=[O:28])[CH:21]=[C:22]([N+:24]([O-:26])=[O:25])[CH:23]=1. (2) Given the product [Cl:13][CH2:14][CH2:15][CH2:16][O:17][C:18]1[CH:23]=[CH:22][C:21]([C:24]2[S:26][C:2]3[C:3](=[O:12])[NH:4][CH2:5][C:6]([CH3:11])([CH3:10])[CH2:7][C:8]=3[N:25]=2)=[CH:20][CH:19]=1, predict the reactants needed to synthesize it. The reactants are: Br[CH:2]1[C:8](=O)[CH2:7][C:6]([CH3:11])([CH3:10])[CH2:5][NH:4][C:3]1=[O:12].[Cl:13][CH2:14][CH2:15][CH2:16][O:17][C:18]1[CH:23]=[CH:22][C:21]([C:24](=[S:26])[NH2:25])=[CH:20][CH:19]=1. (3) Given the product [Cl:1][C:2]1[CH:7]=[CH:6][C:5]([N:8]2[C:16](=[O:17])[C:15]3[N:14]=[CH:13][N:12]([C:18]4[CH:19]=[C:20]([NH:24][S:25]([CH3:28])(=[O:27])=[O:26])[CH:21]=[CH:22][CH:23]=4)[C:11]=3[N:10]=[C:9]2[C:29]2[CH:30]=[CH:31][C:32]([C:45]3[CH:46]=[N:47][CH:48]=[N:49][CH:50]=3)=[CH:33][CH:34]=2)=[CH:4][CH:3]=1, predict the reactants needed to synthesize it. The reactants are: [Cl:1][C:2]1[CH:7]=[CH:6][C:5]([N:8]2[C:16](=[O:17])[C:15]3[N:14]=[CH:13][N:12]([C:18]4[CH:19]=[C:20]([NH:24][S:25]([CH3:28])(=[O:27])=[O:26])[CH:21]=[CH:22][CH:23]=4)[C:11]=3[N:10]=[C:9]2[C:29]2[CH:34]=[CH:33][C:32](B3OC(C)(C)C(C)(C)O3)=[CH:31][CH:30]=2)=[CH:4][CH:3]=1.Br[C:45]1[CH:46]=[N:47][CH:48]=[N:49][CH:50]=1.C(=O)([O-])[O-].[Cs+].[Cs+]. (4) Given the product [CH2:42]([O:41][C:39](=[O:40])[CH:38]([N:34]1[CH:33]([CH3:45])[C:32]2[CH:46]=[C:28]([C:6]3[C:5]4[C:9](=[CH:10][C:2]([F:1])=[CH:3][CH:4]=4)[N:8]([C:11]([O:13][C:14]([CH3:15])([CH3:16])[CH3:17])=[O:12])[CH:7]=3)[CH:29]=[CH:30][C:31]=2[S:35]1(=[O:37])=[O:36])[CH3:44])[CH3:43], predict the reactants needed to synthesize it. The reactants are: [F:1][C:2]1[CH:10]=[C:9]2[C:5]([C:6](B3OC(C)(C)C(C)(C)O3)=[CH:7][N:8]2[C:11]([O:13][C:14]([CH3:17])([CH3:16])[CH3:15])=[O:12])=[CH:4][CH:3]=1.Br[C:28]1[CH:29]=[CH:30][C:31]2[S:35](=[O:37])(=[O:36])[N:34]([CH:38]([CH3:44])[C:39]([O:41][CH2:42][CH3:43])=[O:40])[CH:33]([CH3:45])[C:32]=2[CH:46]=1.[O-]P([O-])([O-])=O.[K+].[K+].[K+]. (5) Given the product [CH2:33]([N:3]1[C:4](=[O:26])[C:5]2[N:6]([CH2:11][C:12]([NH:14][C:15]3[CH:20]=[CH:19][C:18]([C:21]4[CH:25]=[CH:24][S:23][CH:22]=4)=[CH:17][CH:16]=3)=[O:13])[CH:7]=[N:8][C:9]=2[N:10]([CH2:2][CH3:37])[C:27]1=[O:30])[CH3:34], predict the reactants needed to synthesize it. The reactants are: O=[C:2]1[NH:10][C:9]2[N:8]=[CH:7][N:6]([CH2:11][C:12]([NH:14][C:15]3[CH:20]=[CH:19][C:18]([C:21]4[CH:25]=[CH:24][S:23][CH:22]=4)=[CH:17][CH:16]=3)=[O:13])[C:5]=2[C:4](=[O:26])[NH:3]1.[C:27]([O-:30])([O-])=O.[K+].[K+].[CH2:33](I)[CH3:34].O.[CH3:37]N(C)C=O. (6) Given the product [Br:1][C:2]1[C:3](=[O:14])[N:4]([C:15]2[CH:20]=[CH:19][CH:18]=[CH:17][CH:16]=2)[CH:5]=[C:6]([C:8]2[CH:13]=[CH:12][CH:11]=[CH:10][N:9]=2)[CH:7]=1, predict the reactants needed to synthesize it. The reactants are: [Br:1][C:2]1[C:3](=[O:14])[NH:4][CH:5]=[C:6]([C:8]2[CH:13]=[CH:12][CH:11]=[CH:10][N:9]=2)[CH:7]=1.[C:15]1(B(O)O)[CH:20]=[CH:19][CH:18]=[CH:17][CH:16]=1.CN(C)C=O.N. (7) Given the product [N:1]1([C:5]2[CH:6]=[CH:7][C:8]([O:11][C:12]3[CH:13]=[C:14]([CH:15]=[CH:16][CH:17]=3)[CH:18]=[C:19]3[CH2:20][CH2:21][N:22]([C:32]([NH:31][C:27]4[CH:26]=[N:25][CH:30]=[CH:29][CH:28]=4)=[O:33])[CH2:23][CH2:24]3)=[N:9][CH:10]=2)[CH2:2][CH2:3][CH2:4]1, predict the reactants needed to synthesize it. The reactants are: [N:1]1([C:5]2[CH:6]=[CH:7][C:8]([O:11][C:12]3[CH:17]=[CH:16][CH:15]=[C:14]([CH:18]=[C:19]4[CH2:24][CH2:23][NH:22][CH2:21][CH2:20]4)[CH:13]=3)=[N:9][CH:10]=2)[CH2:4][CH2:3][CH2:2]1.[N:25]1[CH:30]=[CH:29][CH:28]=[C:27]([NH:31][C:32](=O)[O:33]C2C=CC=CC=2)[CH:26]=1.C(N(CC)CC)C. (8) Given the product [Br:3][C:4]1[CH:13]=[C:12]2[C:7]([CH2:8][C:9]([CH3:16])([CH3:15])[CH2:10][C:11]2=[CH2:17])=[CH:6][CH:5]=1, predict the reactants needed to synthesize it. The reactants are: [H-].[Na+].[Br:3][C:4]1[CH:13]=[C:12]2[C:7]([CH2:8][C:9]([CH3:16])([CH3:15])[CH2:10][C:11]2=O)=[CH:6][CH:5]=1.[CH3:17]S(C)=O.